Dataset: Forward reaction prediction with 1.9M reactions from USPTO patents (1976-2016). Task: Predict the product of the given reaction. Given the reactants [CH3:1][C:2]1[C:3]([C:23]2[CH:28]=[CH:27][CH:26]=[CH:25][CH:24]=2)=[C:4]([O:14][C:15]2[CH:22]=[CH:21][C:18]([CH:19]=[O:20])=[CH:17][CH:16]=2)[C:5]2[C:10]([CH:11]=1)=[CH:9][C:8]([O:12][CH3:13])=[CH:7][CH:6]=2.CC(C)=[O:31].S(=O)(=O)(O)N.Cl([O-])=O.[Na+], predict the reaction product. The product is: [CH3:1][C:2]1[C:3]([C:23]2[CH:28]=[CH:27][CH:26]=[CH:25][CH:24]=2)=[C:4]([O:14][C:15]2[CH:22]=[CH:21][C:18]([C:19]([OH:31])=[O:20])=[CH:17][CH:16]=2)[C:5]2[C:10]([CH:11]=1)=[CH:9][C:8]([O:12][CH3:13])=[CH:7][CH:6]=2.